Dataset: Forward reaction prediction with 1.9M reactions from USPTO patents (1976-2016). Task: Predict the product of the given reaction. (1) The product is: [CH2:15]([N:11]1[C:12]2[C:7](=[C:6]([OH:31])[C:5]([C:3]([NH:32][CH2:33][CH2:34][C:35]([OH:37])=[O:36])=[O:4])=[N:14][CH:13]=2)[CH:8]=[C:9]([C:23]2[CH:28]=[CH:27][CH:26]=[C:25]([O:29][CH3:30])[CH:24]=2)[C:10]1=[O:22])[C:16]1[CH:21]=[CH:20][CH:19]=[CH:18][CH:17]=1. Given the reactants CO[C:3]([C:5]1[C:6]([OH:31])=[C:7]2[C:12](=[CH:13][N:14]=1)[N:11]([CH2:15][C:16]1[CH:21]=[CH:20][CH:19]=[CH:18][CH:17]=1)[C:10](=[O:22])[C:9]([C:23]1[CH:28]=[CH:27][CH:26]=[C:25]([O:29][CH3:30])[CH:24]=1)=[CH:8]2)=[O:4].[NH2:32][CH2:33][CH2:34][C:35]([OH:37])=[O:36].C[O-].[Na+], predict the reaction product. (2) Given the reactants [C:1]([O:5][C:6]([NH:8][CH2:9][C:10]1[N:11]([CH2:32][CH:33]([CH3:35])[CH3:34])[C:12](=[O:31])[C:13]2[C:18]([C:19]=1[C:20]1[CH:25]=[CH:24][CH:23]=[CH:22][C:21]=1[F:26])=[CH:17][C:16]([C:27]([O:29]C)=[O:28])=[CH:15][CH:14]=2)=[O:7])([CH3:4])([CH3:3])[CH3:2].[OH-].[Na+].O.Cl, predict the reaction product. The product is: [C:1]([O:5][C:6]([NH:8][CH2:9][C:10]1[N:11]([CH2:32][CH:33]([CH3:35])[CH3:34])[C:12](=[O:31])[C:13]2[C:18]([C:19]=1[C:20]1[CH:25]=[CH:24][CH:23]=[CH:22][C:21]=1[F:26])=[CH:17][C:16]([C:27]([OH:29])=[O:28])=[CH:15][CH:14]=2)=[O:7])([CH3:4])([CH3:3])[CH3:2]. (3) Given the reactants [C:1]([C:5]1[CH:10]=[CH:9][C:8]([C:11]2[N:12]([C:30](Cl)=[O:31])[C@H:13]([C:23]3[CH:28]=[CH:27][C:26]([Cl:29])=[CH:25][CH:24]=3)[C@H:14]([C:16]3[CH:21]=[CH:20][C:19]([Cl:22])=[CH:18][CH:17]=3)[N:15]=2)=[C:7]([O:33][CH2:34][CH3:35])[CH:6]=1)([CH3:4])([CH3:3])[CH3:2].[N:36]1([CH2:42][CH2:43][C:44]#[N:45])[CH2:41][CH2:40][NH:39][CH2:38][CH2:37]1, predict the reaction product. The product is: [ClH:22].[C:1]([C:5]1[CH:10]=[CH:9][C:8]([C:11]2[N:12]([C:30]([N:39]3[CH2:40][CH2:41][N:36]([CH2:42][CH2:43][C:44]#[N:45])[CH2:37][CH2:38]3)=[O:31])[C@H:13]([C:23]3[CH:24]=[CH:25][C:26]([Cl:29])=[CH:27][CH:28]=3)[C@H:14]([C:16]3[CH:21]=[CH:20][C:19]([Cl:22])=[CH:18][CH:17]=3)[N:15]=2)=[C:7]([O:33][CH2:34][CH3:35])[CH:6]=1)([CH3:4])([CH3:3])[CH3:2]. (4) Given the reactants Cl[C:2]1[C:3]2[CH2:12][CH2:11][CH2:10][NH:9][C:4]=2[N:5]=[C:6]([NH2:8])[N:7]=1.[CH3:13][C:14]1[C:19]([CH3:20])=[CH:18][CH:17]=[CH:16][C:15]=1B(O)O.C([O-])([O-])=O.[Na+].[Na+], predict the reaction product. The product is: [CH3:13][C:14]1[C:19]([CH3:20])=[CH:18][CH:17]=[CH:16][C:15]=1[C:2]1[C:3]2[CH2:12][CH2:11][CH2:10][NH:9][C:4]=2[N:5]=[C:6]([NH2:8])[N:7]=1. (5) Given the reactants [CH:1]1([C:4]2[N:9]3[N:10]=[CH:11][C:12](I)=[C:8]3[CH:7]=[C:6]([C:14]3[CH:19]=[CH:18][C:17]([C:20]([F:23])([F:22])[F:21])=[CH:16][CH:15]=3)[CH:5]=2)[CH2:3][CH2:2]1.[C:24]([C:26]1[CH:27]=[CH:28][C:29]([NH2:32])=[N:30][CH:31]=1)#[CH:25], predict the reaction product. The product is: [CH:1]1([C:4]2[N:9]3[N:10]=[CH:11][C:12]([C:25]#[C:24][C:26]4[CH:27]=[CH:28][C:29]([NH2:32])=[N:30][CH:31]=4)=[C:8]3[CH:7]=[C:6]([C:14]3[CH:19]=[CH:18][C:17]([C:20]([F:23])([F:22])[F:21])=[CH:16][CH:15]=3)[CH:5]=2)[CH2:3][CH2:2]1. (6) Given the reactants [NH2:1][C:2]1[CH:10]=[CH:9][C:8]([N:11]2[CH2:16][CH:15]([CH3:17])[O:14][CH:13]([CH3:18])[CH2:12]2)=[CH:7][C:3]=1[C:4]([OH:6])=[O:5].O.[O:20]=[C:21](Cl)OC(Cl)(Cl)Cl, predict the reaction product. The product is: [CH3:18][CH:13]1[O:14][CH:15]([CH3:17])[CH2:16][N:11]([C:8]2[CH:7]=[C:3]3[C:4]([O:6][C:21](=[O:20])[NH:1][C:2]3=[CH:10][CH:9]=2)=[O:5])[CH2:12]1. (7) Given the reactants CO[C:3]1[CH:4]=[C:5]2[C:10](=[CH:11][C:12]=1OC[C@H]1CO1)[N:9]=[CH:8][N:7]=[C:6]2OC1C=C2C(=CC=1)NC(C)=C2.N1CCCC1, predict the reaction product. The product is: [N:9]1[C:10]2[C:5](=[CH:4][CH:3]=[CH:12][CH:11]=2)[CH:6]=[N:7][CH:8]=1.